The task is: Predict which catalyst facilitates the given reaction.. This data is from Catalyst prediction with 721,799 reactions and 888 catalyst types from USPTO. (1) Reactant: N#N.[C:3]([O:9][C:10]1([C:13]2[N:14]=[C:15]([CH2:18][OH:19])[O:16][CH:17]=2)[CH2:12][CH2:11]1)(=[O:8])[C:4]([CH3:7])([CH3:6])[CH3:5].CCN(CC)CC.[CH3:27][S:28](Cl)(=[O:30])=[O:29]. Product: [C:3]([O:9][C:10]1([C:13]2[N:14]=[C:15]([CH2:18][O:19][S:28]([CH3:27])(=[O:30])=[O:29])[O:16][CH:17]=2)[CH2:11][CH2:12]1)(=[O:8])[C:4]([CH3:7])([CH3:6])[CH3:5]. The catalyst class is: 808. (2) Reactant: [F:1][C:2]1[CH:3]=[CH:4][C:5]2[N:6]([CH:8]=[C:9]([C:11]([NH:13][C@H:14]3[CH2:19][CH2:18][C@@H:17]([N:20]4[C:25](=[O:26])[C:24]5[CH:27]=[C:28]([F:31])[CH:29]=[N:30][C:23]=5[N:22]([C:32]5[CH:33]=[C:34]([C:38]6[CH:43]=[CH:42][C:41](C=O)=[CH:40][CH:39]=6)[CH:35]=[CH:36][CH:37]=5)[C:21]4=[O:46])[CH2:16][CH2:15]3)=[O:12])[N:10]=2)[CH:7]=1.[NH2:47][C@H:48]([CH3:51])[CH2:49][OH:50].[C:52](O[BH-](OC(=O)C)OC(=O)C)(=O)C.[Na+]. Product: [F:1][C:2]1[CH:3]=[CH:4][C:5]2[N:6]([CH:8]=[C:9]([C:11]([NH:13][C@H:14]3[CH2:19][CH2:18][C@@H:17]([N:20]4[C:25](=[O:26])[C:24]5[CH:27]=[C:28]([F:31])[CH:29]=[N:30][C:23]=5[N:22]([C:32]5[CH:33]=[C:34]([C:38]6[CH:43]=[CH:42][C:41]([CH2:52][NH:47][C@H:48]([CH3:51])[CH2:49][OH:50])=[CH:40][CH:39]=6)[CH:35]=[CH:36][CH:37]=5)[C:21]4=[O:46])[CH2:16][CH2:15]3)=[O:12])[N:10]=2)[CH:7]=1. The catalyst class is: 417. (3) Reactant: N1C(C)=CC(C)=CC=1C.[Cl:10][C:11]1[CH:40]=[CH:39][C:14]([CH2:15][NH:16][C:17]([C:19]2[C:20](=[O:38])[C:21]3[CH:35]=[C:34]([CH2:36]O)[S:33][C:22]=3[N:23]([CH2:25][CH:26]3[CH2:30][O:29][C:28]([CH3:32])([CH3:31])[O:27]3)[CH:24]=2)=[O:18])=[CH:13][CH:12]=1.CS([Cl:45])(=O)=O. Product: [Cl:45][CH2:36][C:34]1[S:33][C:22]2[N:23]([CH2:25][CH:26]3[CH2:30][O:29][C:28]([CH3:32])([CH3:31])[O:27]3)[CH:24]=[C:19]([C:17]([NH:16][CH2:15][C:14]3[CH:39]=[CH:40][C:11]([Cl:10])=[CH:12][CH:13]=3)=[O:18])[C:20](=[O:38])[C:21]=2[CH:35]=1. The catalyst class is: 3. (4) Reactant: [C:1]([O:5][C:6](=[O:16])[C:7]1[CH:12]=[C:11](Cl)[C:10]([CH:14]=[CH2:15])=[N:9][CH:8]=1)([CH3:4])([CH3:3])[CH3:2].C([O-])([O-])=O.[Cs+].[Cs+].[C:23](P(C(C)(C)C)C(C)(C)C)(C)(C)[CH3:24].B1(C=C)OB(C=C)OB(C=C)O1.C1C=CN=CC=1. Product: [C:1]([O:5][C:6](=[O:16])[C:7]1[CH:12]=[C:11]([CH:23]=[CH2:24])[C:10]([CH:14]=[CH2:15])=[N:9][CH:8]=1)([CH3:4])([CH3:3])[CH3:2]. The catalyst class is: 12. (5) Reactant: [CH:1]1([NH2:7])[CH2:6][CH2:5][CH2:4][CH2:3][CH2:2]1.C(N(CC)CC)C.[Cl:15][CH2:16][C:17](Cl)=[O:18]. Product: [Cl:15][CH2:16][C:17]([NH:7][CH:1]1[CH2:6][CH2:5][CH2:4][CH2:3][CH2:2]1)=[O:18]. The catalyst class is: 2. (6) Reactant: [O:1]=[C:2]1[C:6]([C:13]2[CH:18]=[CH:17][CH:16]=[CH:15][CH:14]=2)([C:7]2[CH:12]=[CH:11][CH:10]=[CH:9][CH:8]=2)[CH2:5][CH2:4][N:3]1[CH2:19][C:20]([O:22]CC)=[O:21].[OH-].[Li+]. Product: [O:1]=[C:2]1[C:6]([C:13]2[CH:14]=[CH:15][CH:16]=[CH:17][CH:18]=2)([C:7]2[CH:12]=[CH:11][CH:10]=[CH:9][CH:8]=2)[CH2:5][CH2:4][N:3]1[CH2:19][C:20]([OH:22])=[O:21]. The catalyst class is: 40. (7) Reactant: F[C:2]1[CH:9]=[CH:8][C:5]([C:6]#[N:7])=[CH:4][C:3]=1[N+:10]([O-:12])=[O:11].[NH2:13][C:14]1[CH:15]=[C:16]([CH:22]=[CH:23][CH:24]=1)[C:17]([O:19][CH2:20][CH3:21])=[O:18].C(=O)([O-])[O-].[K+].[K+].CN(C=O)C. Product: [C:6]([C:5]1[CH:8]=[CH:9][C:2]([NH:13][C:14]2[CH:15]=[C:16]([CH:22]=[CH:23][CH:24]=2)[C:17]([O:19][CH2:20][CH3:21])=[O:18])=[C:3]([N+:10]([O-:12])=[O:11])[CH:4]=1)#[N:7]. The catalyst class is: 6.